Dataset: Peptide-MHC class II binding affinity with 134,281 pairs from IEDB. Task: Regression. Given a peptide amino acid sequence and an MHC pseudo amino acid sequence, predict their binding affinity value. This is MHC class II binding data. (1) The peptide sequence is FGMVTLLGSALLSVL. The MHC is HLA-DQA10101-DQB10501 with pseudo-sequence HLA-DQA10101-DQB10501. The binding affinity (normalized) is 0.219. (2) The peptide sequence is QAGGKLCPNNLCCSQ. The MHC is HLA-DQA10501-DQB10201 with pseudo-sequence HLA-DQA10501-DQB10201. The binding affinity (normalized) is 0. (3) The MHC is DRB1_0701 with pseudo-sequence DRB1_0701. The peptide sequence is YDKFLANVSTVLTEK. The binding affinity (normalized) is 0.819. (4) The peptide sequence is LVKFVAGDGDVVAVD. The MHC is DRB5_0101 with pseudo-sequence DRB5_0101. The binding affinity (normalized) is 0.0588.